Dataset: Reaction yield outcomes from USPTO patents with 853,638 reactions. Task: Predict the reaction yield, written as a fraction of the theoretical maximum amount of product (1.0 means a 100% yield; for example, 0.34 means a 34% yield). (1) The reactants are S(=O)(=O)(O)N.P([O-])(O)(O)=O.[Na+].[CH3:12][C:13]([C:16]1[CH:17]=[CH:18][C:19]([OH:24])=[C:20]([CH:23]=1)[CH:21]=[O:22])([CH3:15])[CH3:14].Cl([O-])=[O:26].[Na+].S([O-])([O-])=O.[Na+].[Na+].Cl. The catalyst is O1CCOCC1.O. The product is [CH3:15][C:13]([C:16]1[CH:23]=[C:20]([C:21]([OH:26])=[O:22])[C:19]([OH:24])=[CH:18][CH:17]=1)([CH3:12])[CH3:14]. The yield is 0.774. (2) The reactants are [NH2:1][C:2]1[CH:3]=[N:4][CH:5]=[CH:6][CH:7]=1.C(N(CC)CC)C.[Cl-].ClC1N(C)CC[NH+]1C.[CH3:24][O:25][C:26]1[C:27](=[O:50])[C:28]([CH3:49])=[C:29]([CH2:35][C:36]2[CH:37]=[CH:38][C:39]([O:45]C(=O)C)=[C:40]([CH:44]=2)[C:41](O)=[O:42])[C:30](=[O:34])[C:31]=1[O:32][CH3:33]. The catalyst is C(Cl)Cl. The product is [N:4]1[CH:5]=[CH:6][CH:7]=[C:2]([NH:1][C:41](=[O:42])[C:40]2[CH:44]=[C:36]([CH2:35][C:29]3[C:30](=[O:34])[C:31]([O:32][CH3:33])=[C:26]([O:25][CH3:24])[C:27](=[O:50])[C:28]=3[CH3:49])[CH:37]=[CH:38][C:39]=2[OH:45])[CH:3]=1. The yield is 0.300. (3) The reactants are C(OC(N=NC(OC(C)C)=O)=O)(C)C.[Br:15][C:16]1[CH:21]=[CH:20][C:19]([CH:22]([OH:25])[CH2:23][CH3:24])=[CH:18][CH:17]=1.[C:26]1(O)[CH:31]=[CH:30][CH:29]=[CH:28][CH:27]=1.C1(P(C2C=CC=CC=2)C2C=CC=CC=2)C=CC=CC=1. The catalyst is O1CCCC1. The product is [Br:15][C:16]1[CH:17]=[CH:18][C:19]([CH:22]([O:25][C:26]2[CH:31]=[CH:30][CH:29]=[CH:28][CH:27]=2)[CH2:23][CH3:24])=[CH:20][CH:21]=1. The yield is 0.0400. (4) The reactants are F[C:2]1[CH:7]=[CH:6][C:5]([C:8]2([CH2:12][C:13]([O:15][CH2:16][CH3:17])=[O:14])[CH2:11][O:10][CH2:9]2)=[CH:4][C:3]=1[N+:18]([O-:20])=[O:19].[CH2:21]([NH:25][CH2:26][CH:27]([CH3:29])[CH3:28])[CH:22]([CH3:24])[CH3:23].C(=O)([O-])[O-].[Cs+].[Cs+]. The catalyst is CN(C=O)C.CCOC(C)=O.O. The product is [CH2:21]([N:25]([CH2:26][CH:27]([CH3:29])[CH3:28])[C:2]1[CH:7]=[CH:6][C:5]([C:8]2([CH2:12][C:13]([O:15][CH2:16][CH3:17])=[O:14])[CH2:11][O:10][CH2:9]2)=[CH:4][C:3]=1[N+:18]([O-:20])=[O:19])[CH:22]([CH3:24])[CH3:23]. The yield is 0.433. (5) The reactants are CN1CCOCC1.Cl.[C:9]([Cl:17])(=[O:16])[C:10]1[CH:15]=[CH:14][CH:13]=[N:12][CH:11]=1.Cl.[Cl:19][C:20]1[CH:25]=[CH:24][C:23]([S:26]([CH:29]([C:34]2[CH:39]=[C:38]([F:40])[CH:37]=[CH:36][C:35]=2[F:41])[CH2:30][CH2:31][CH2:32][NH2:33])(=[O:28])=[O:27])=[CH:22][CH:21]=1.CCCCCC. The catalyst is ClCCl.C(O)C.C(OCC)(=O)C. The product is [ClH:17].[Cl:19][C:20]1[CH:21]=[CH:22][C:23]([S:26]([CH:29]([C:34]2[CH:39]=[C:38]([F:40])[CH:37]=[CH:36][C:35]=2[F:41])[CH2:30][CH2:31][CH2:32][NH:33][C:9](=[O:16])[C:10]2[CH:15]=[CH:14][CH:13]=[N:12][CH:11]=2)(=[O:28])=[O:27])=[CH:24][CH:25]=1. The yield is 0.790.